From a dataset of NCI-60 drug combinations with 297,098 pairs across 59 cell lines. Regression. Given two drug SMILES strings and cell line genomic features, predict the synergy score measuring deviation from expected non-interaction effect. (1) Drug 1: CC1CCC2CC(C(=CC=CC=CC(CC(C(=O)C(C(C(=CC(C(=O)CC(OC(=O)C3CCCCN3C(=O)C(=O)C1(O2)O)C(C)CC4CCC(C(C4)OC)O)C)C)O)OC)C)C)C)OC. Drug 2: N.N.Cl[Pt+2]Cl. Cell line: UACC-257. Synergy scores: CSS=16.6, Synergy_ZIP=-0.104, Synergy_Bliss=5.11, Synergy_Loewe=6.69, Synergy_HSA=6.07. (2) Drug 1: C1CCC(C(C1)N)N.C(=O)(C(=O)[O-])[O-].[Pt+4]. Drug 2: CCC1(C2=C(COC1=O)C(=O)N3CC4=CC5=C(C=CC(=C5CN(C)C)O)N=C4C3=C2)O.Cl. Cell line: A549. Synergy scores: CSS=26.8, Synergy_ZIP=-2.83, Synergy_Bliss=-3.57, Synergy_Loewe=-9.15, Synergy_HSA=0.818. (3) Drug 1: C1CN1C2=NC(=NC(=N2)N3CC3)N4CC4. Drug 2: CN(CC1=CN=C2C(=N1)C(=NC(=N2)N)N)C3=CC=C(C=C3)C(=O)NC(CCC(=O)O)C(=O)O. Cell line: SK-MEL-5. Synergy scores: CSS=54.5, Synergy_ZIP=-5.81, Synergy_Bliss=-4.24, Synergy_Loewe=-2.67, Synergy_HSA=-0.799. (4) Drug 1: CN(C)C1=NC(=NC(=N1)N(C)C)N(C)C. Drug 2: C1=CN(C(=O)N=C1N)C2C(C(C(O2)CO)O)O.Cl. Cell line: SW-620. Synergy scores: CSS=37.3, Synergy_ZIP=-0.377, Synergy_Bliss=-1.64, Synergy_Loewe=-75.6, Synergy_HSA=-4.04. (5) Drug 1: COC1=C(C=C2C(=C1)N=CN=C2NC3=CC(=C(C=C3)F)Cl)OCCCN4CCOCC4. Drug 2: CN(C(=O)NC(C=O)C(C(C(CO)O)O)O)N=O. Cell line: MCF7. Synergy scores: CSS=8.91, Synergy_ZIP=-2.45, Synergy_Bliss=-0.886, Synergy_Loewe=-14.3, Synergy_HSA=-0.370.